From a dataset of Peptide-MHC class I binding affinity with 185,985 pairs from IEDB/IMGT. Regression. Given a peptide amino acid sequence and an MHC pseudo amino acid sequence, predict their binding affinity value. This is MHC class I binding data. (1) The peptide sequence is QALTDLGLL. The MHC is H-2-Db with pseudo-sequence H-2-Db. The binding affinity (normalized) is 0.0638. (2) The peptide sequence is GGHGGSTFK. The MHC is HLA-A25:01 with pseudo-sequence HLA-A25:01. The binding affinity (normalized) is 0.0847.